This data is from NCI-60 drug combinations with 297,098 pairs across 59 cell lines. The task is: Regression. Given two drug SMILES strings and cell line genomic features, predict the synergy score measuring deviation from expected non-interaction effect. (1) Drug 1: CN(C)C1=NC(=NC(=N1)N(C)C)N(C)C. Drug 2: C1=NNC2=C1C(=O)NC=N2. Cell line: OVCAR-8. Synergy scores: CSS=-7.86, Synergy_ZIP=2.30, Synergy_Bliss=-0.613, Synergy_Loewe=-6.39, Synergy_HSA=-5.99. (2) Drug 1: C1CN1P(=S)(N2CC2)N3CC3. Synergy scores: CSS=34.1, Synergy_ZIP=-10.1, Synergy_Bliss=-2.26, Synergy_Loewe=0.823, Synergy_HSA=1.69. Drug 2: C1CN(CCN1C(=O)CCBr)C(=O)CCBr. Cell line: OVCAR-8. (3) Drug 1: C1=NC(=NC(=O)N1C2C(C(C(O2)CO)O)O)N. Drug 2: CC12CCC3C(C1CCC2OP(=O)(O)O)CCC4=C3C=CC(=C4)OC(=O)N(CCCl)CCCl.[Na+]. Cell line: HCC-2998. Synergy scores: CSS=26.8, Synergy_ZIP=0.0534, Synergy_Bliss=8.66, Synergy_Loewe=-33.8, Synergy_HSA=4.95. (4) Drug 1: CS(=O)(=O)C1=CC(=C(C=C1)C(=O)NC2=CC(=C(C=C2)Cl)C3=CC=CC=N3)Cl. Drug 2: COC1=NC(=NC2=C1N=CN2C3C(C(C(O3)CO)O)O)N. Cell line: ACHN. Synergy scores: CSS=2.33, Synergy_ZIP=-0.705, Synergy_Bliss=-0.784, Synergy_Loewe=-4.37, Synergy_HSA=-2.64. (5) Drug 1: CN(CCCl)CCCl.Cl. Drug 2: CS(=O)(=O)OCCCCOS(=O)(=O)C. Cell line: PC-3. Synergy scores: CSS=8.93, Synergy_ZIP=-4.81, Synergy_Bliss=-0.524, Synergy_Loewe=-1.08, Synergy_HSA=-0.288. (6) Drug 1: C1=CC=C(C=C1)NC(=O)CCCCCCC(=O)NO. Drug 2: C#CCC(CC1=CN=C2C(=N1)C(=NC(=N2)N)N)C3=CC=C(C=C3)C(=O)NC(CCC(=O)O)C(=O)O. Cell line: MOLT-4. Synergy scores: CSS=76.2, Synergy_ZIP=1.96, Synergy_Bliss=0.530, Synergy_Loewe=-35.7, Synergy_HSA=-2.44. (7) Drug 1: CC12CCC(CC1=CCC3C2CCC4(C3CC=C4C5=CN=CC=C5)C)O. Drug 2: C1CC(C1)(C(=O)O)C(=O)O.[NH2-].[NH2-].[Pt+2]. Cell line: OVCAR3. Synergy scores: CSS=48.0, Synergy_ZIP=-1.24, Synergy_Bliss=-0.728, Synergy_Loewe=-2.88, Synergy_HSA=-1.18. (8) Drug 1: C1=CC(=CC=C1C#N)C(C2=CC=C(C=C2)C#N)N3C=NC=N3. Drug 2: CC(C)NC(=O)C1=CC=C(C=C1)CNNC.Cl. Cell line: MDA-MB-435. Synergy scores: CSS=-3.67, Synergy_ZIP=4.43, Synergy_Bliss=4.70, Synergy_Loewe=-0.269, Synergy_HSA=-1.63.